Dataset: Forward reaction prediction with 1.9M reactions from USPTO patents (1976-2016). Task: Predict the product of the given reaction. (1) Given the reactants Cl[C:2]1[CH:11]=[N:10][C:9]2[C:4](=[CH:5][C:6]([O:15][CH2:16][CH3:17])=[C:7]([O:12][CH2:13][CH3:14])[CH:8]=2)[N:3]=1.[CH2:18]([NH2:25])[C:19]1[CH:24]=[CH:23][CH:22]=[CH:21][CH:20]=1, predict the reaction product. The product is: [CH2:18]([NH:25][C:2]1[CH:11]=[N:10][C:9]2[C:4](=[CH:5][C:6]([O:15][CH2:16][CH3:17])=[C:7]([O:12][CH2:13][CH3:14])[CH:8]=2)[N:3]=1)[C:19]1[CH:24]=[CH:23][CH:22]=[CH:21][CH:20]=1. (2) Given the reactants [CH3:1][C:2]1[C:6]([CH2:7][N:8]2[CH:12]=[C:11]([N:13]3[C:17](=[O:18])[N:16](C(OCC)=O)[N:15]([CH3:24])[C:14]3=[O:25])[CH:10]=[N:9]2)=[C:5]([CH3:26])[O:4][N:3]=1.CN(C=O)C.C(#N)C.CO.Cl, predict the reaction product. The product is: [CH3:1][C:2]1[C:6]([CH2:7][N:8]2[CH:12]=[C:11]([N:13]3[C:14](=[O:25])[N:15]([CH3:24])[NH:16][C:17]3=[O:18])[CH:10]=[N:9]2)=[C:5]([CH3:26])[O:4][N:3]=1. (3) Given the reactants Cl[C:2]1[CH:3]=[C:4]([NH:10][C:11]2[CH:16]=[CH:15][C:14]([C:17]([N:19]3[CH2:24][CH2:23][O:22][CH2:21][C@H:20]3[CH3:25])=[O:18])=[CH:13][N:12]=2)[C:5](=[O:9])[N:6]([CH3:8])[N:7]=1.[C:26]([O:29][CH2:30][C:31]1[C:32]([N:40]2[CH2:51][CH2:50][N:49]3[C:42](=[CH:43][C:44]4[CH2:45][C:46]([CH3:53])([CH3:52])[CH2:47][C:48]=43)[C:41]2=[O:54])=[N:33][CH:34]=[CH:35][C:36]=1B(O)O)(=[O:28])[CH3:27].[O-]P([O-])([O-])=O.[K+].[K+].[K+].C([O-])(=O)C.[Na+], predict the reaction product. The product is: [C:26]([O:29][CH2:30][C:31]1[C:32]([N:40]2[CH2:51][CH2:50][N:49]3[C:42](=[CH:43][C:44]4[CH2:45][C:46]([CH3:53])([CH3:52])[CH2:47][C:48]=43)[C:41]2=[O:54])=[N:33][CH:34]=[CH:35][C:36]=1[C:2]1[CH:3]=[C:4]([NH:10][C:11]2[CH:16]=[CH:15][C:14]([C:17]([N:19]3[CH2:24][CH2:23][O:22][CH2:21][C@H:20]3[CH3:25])=[O:18])=[CH:13][N:12]=2)[C:5](=[O:9])[N:6]([CH3:8])[N:7]=1)(=[O:28])[CH3:27]. (4) Given the reactants CC([O:5][CH2:6][CH2:7][O:8][C:9]1[C:14]([C:15]#[N:16])=[C:13]([C:17]2[CH:22]=[CH:21][CH:20]=[CH:19][CH:18]=2)[C:12]([C:23]#[N:24])=[C:11]([O:25][CH3:26])[N:10]=1)(C)C.FC(F)(F)C(O)=O, predict the reaction product. The product is: [OH:5][CH2:6][CH2:7][O:8][C:9]1[C:14]([C:15]#[N:16])=[C:13]([C:17]2[CH:18]=[CH:19][CH:20]=[CH:21][CH:22]=2)[C:12]([C:23]#[N:24])=[C:11]([O:25][CH3:26])[N:10]=1.